This data is from Forward reaction prediction with 1.9M reactions from USPTO patents (1976-2016). The task is: Predict the product of the given reaction. (1) The product is: [CH3:1][N:2]1[CH:6]=[C:5]([CH2:7][C:8]([OH:10])=[O:9])[C:4]([O:12][CH2:13][C:14]2[CH:15]=[CH:16][C:17]([O:20][CH2:21][C:22]3[N:23]=[C:24]([C:28]4[CH:29]=[CH:30][CH:31]=[CH:32][CH:33]=4)[O:25][C:26]=3[CH3:27])=[CH:18][CH:19]=2)=[N:3]1. Given the reactants [CH3:1][N:2]1[CH:6]=[C:5]([CH2:7][C:8]([O:10]C)=[O:9])[C:4]([O:12][CH2:13][C:14]2[CH:19]=[CH:18][C:17]([O:20][CH2:21][C:22]3[N:23]=[C:24]([C:28]4[CH:33]=[CH:32][CH:31]=[CH:30][CH:29]=4)[O:25][C:26]=3[CH3:27])=[CH:16][CH:15]=2)=[N:3]1.[OH-].[Na+].O1CCCC1.Cl, predict the reaction product. (2) Given the reactants [F:1][C:2]1[CH:8]=[C:7]([F:9])[CH:6]=[CH:5][C:3]=1[NH2:4].C(O)(=O)C.O=[C:15]1[CH2:20][CH2:19][N:18]([C:21]([O:23][C:24]([CH3:27])([CH3:26])[CH3:25])=[O:22])[CH2:17][CH2:16]1.C(O[BH-](OC(=O)C)OC(=O)C)(=O)C.[Na+].[OH-].[K+], predict the reaction product. The product is: [F:1][C:2]1[CH:8]=[C:7]([F:9])[CH:6]=[CH:5][C:3]=1[NH:4][CH:15]1[CH2:20][CH2:19][N:18]([C:21]([O:23][C:24]([CH3:27])([CH3:26])[CH3:25])=[O:22])[CH2:17][CH2:16]1.